From a dataset of Reaction yield outcomes from USPTO patents with 853,638 reactions. Predict the reaction yield, written as a fraction of the theoretical maximum amount of product (1.0 means a 100% yield; for example, 0.34 means a 34% yield). (1) The reactants are [CH3:1][C:2]1[C:10]2[O:9][CH:8]3[CH:11]([NH:12]C(=O)OC(C)(C)C)[CH:7]3[C:6]=2[CH:5]=[C:4]([O:20][C:21]2[C:30]3[CH2:29][CH2:28][C:27](=[O:31])[NH:26][C:25]=3[N:24]=[CH:23][CH:22]=2)[CH:3]=1.CCOC(C)=O.[ClH:38]. No catalyst specified. The product is [ClH:38].[NH2:12][CH:11]1[CH:7]2[CH:8]1[O:9][C:10]1[C:2]([CH3:1])=[CH:3][C:4]([O:20][C:21]3[CH:22]=[CH:23][N:24]=[C:25]4[C:30]=3[CH2:29][CH2:28][C:27](=[O:31])[NH:26]4)=[CH:5][C:6]=12. The yield is 1.00. (2) The reactants are [Cl:1][C:2]1[C:3]2[C:10](I)=[CH:9][N:8]([CH3:12])[C:4]=2[N:5]=[CH:6][N:7]=1.CC1(C)OB([C:19]2[CH:24]=[CH:23][CH:22]=[CH:21][CH:20]=2)OC1(C)C.C(=O)([O-])[O-].[Na+].[Na+]. The catalyst is O1CCOCC1.O. The product is [Cl:1][C:2]1[C:3]2[C:10]([C:19]3[CH:24]=[CH:23][CH:22]=[CH:21][CH:20]=3)=[CH:9][N:8]([CH3:12])[C:4]=2[N:5]=[CH:6][N:7]=1. The yield is 0.480.